From a dataset of Forward reaction prediction with 1.9M reactions from USPTO patents (1976-2016). Predict the product of the given reaction. (1) Given the reactants [Br:1][C:2]1[C:7](=[O:8])[N:6]([C:9]2[CH:10]=[C:11]([CH:15]=[CH:16][C:17]=2[CH3:18])[C:12](O)=[O:13])[C:5]([CH3:19])=[N:4][C:3]=1[O:20][CH2:21][C:22]1[CH:27]=[CH:26][C:25]([F:28])=[CH:24][C:23]=1[F:29].C(OC(Cl)=O)C(C)C.[CH3:38][N:39]1CCOCC1, predict the reaction product. The product is: [Br:1][C:2]1[C:7](=[O:8])[N:6]([C:9]2[CH:10]=[C:11]([CH:15]=[CH:16][C:17]=2[CH3:18])[C:12]([NH:39][CH3:38])=[O:13])[C:5]([CH3:19])=[N:4][C:3]=1[O:20][CH2:21][C:22]1[CH:27]=[CH:26][C:25]([F:28])=[CH:24][C:23]=1[F:29]. (2) Given the reactants [F:1][C:2]1[C:3]([N:14]([CH3:40])[C:15]2[CH:20]=[CH:19][N:18]=[C:17]([NH:21][C@@H:22]([CH3:39])[CH2:23][C:24]3[CH:25]=[C:26]([CH:36]=[CH:37][CH:38]=3)[CH2:27][NH:28]C(=O)OC(C)(C)C)[N:16]=2)=[N:4][C:5]([C:8]2[CH:13]=[CH:12][CH:11]=[CH:10][CH:9]=2)=[N:6][CH:7]=1.Cl, predict the reaction product. The product is: [NH2:28][CH2:27][C:26]1[CH:25]=[C:24]([CH2:23][C@@H:22]([NH:21][C:17]2[N:16]=[C:15]([N:14]([C:3]3[C:2]([F:1])=[CH:7][N:6]=[C:5]([C:8]4[CH:9]=[CH:10][CH:11]=[CH:12][CH:13]=4)[N:4]=3)[CH3:40])[CH:20]=[CH:19][N:18]=2)[CH3:39])[CH:38]=[CH:37][CH:36]=1.